Dataset: Experimentally validated miRNA-target interactions with 360,000+ pairs, plus equal number of negative samples. Task: Binary Classification. Given a miRNA mature sequence and a target amino acid sequence, predict their likelihood of interaction. The miRNA is hsa-miR-6807-5p with sequence GUGAGCCAGUGGAAUGGAGAGG. The protein sequence of the target gene is MGGQVSASNSFSRLHCRNANEDWMSALCPRLWDVPLHHLSIPGSHDTMTYCLNKKSPISHEESRLLQLLNKALPCITRPVVLKWSVTQALDVTEQLDAGVRYLDLRIAHMLEGSEKNLHFVHMVYTTALVEDTLTEISEWLERHPREVVILACRNFEGLSEDLHEYLVACIKNIFGDMLCPRGEVPTLRQLWSRGQQVIVSYEDESSLRRHHELWPGVPYWWGNRVKTEALIRYLETMKSCGRPGGLFVAGINLTENLQYVLAHPSESLEKMTLPNLPRLSAWVREQCPGPGSRCTNIIA.... Result: 1 (interaction).